This data is from Reaction yield outcomes from USPTO patents with 853,638 reactions. The task is: Predict the reaction yield, written as a fraction of the theoretical maximum amount of product (1.0 means a 100% yield; for example, 0.34 means a 34% yield). (1) The reactants are CC(C)([O-])C.[Na+].[C:7]([C:10]1[CH:15]=[CH:14][C:13]([O:16][CH3:17])=[C:12]([CH3:18])[C:11]=1[NH:19][C:20]([C:22]1[S:23][CH:24]=[C:25]([CH:27]([CH3:29])[CH3:28])[N:26]=1)=O)(=[O:9])[CH3:8]. The catalyst is C(O)(C)(C)C.C(OCC)(=O)C. The product is [CH:27]([C:25]1[N:26]=[C:22]([C:20]2[CH:8]=[C:7]([OH:9])[C:10]3[C:11](=[C:12]([CH3:18])[C:13]([O:16][CH3:17])=[CH:14][CH:15]=3)[N:19]=2)[S:23][CH:24]=1)([CH3:29])[CH3:28]. The yield is 0.990. (2) The reactants are [NH:1]1[CH:5]=[CH:4][C:3]([NH:6][C:7](=[O:9])[CH3:8])=[N:2]1.[H-].[Na+].Br[CH2:13][C:14]1[C:19]([F:20])=[CH:18][CH:17]=[CH:16][C:15]=1[Cl:21]. The catalyst is CN(C=O)C. The product is [Cl:21][C:15]1[CH:16]=[CH:17][CH:18]=[C:19]([F:20])[C:14]=1[CH2:13][N:1]1[CH:5]=[CH:4][C:3]([NH:6][C:7](=[O:9])[CH3:8])=[N:2]1. The yield is 0.642. (3) The reactants are [Cl:1][C:2]1[C:8]([O:9][CH:10]([CH3:12])[CH3:11])=[CH:7][C:5]([NH2:6])=[C:4]([F:13])[CH:3]=1.C([N:16]([CH2:19][CH3:20])[CH2:17][CH3:18])C.ClC(Cl)(O[C:25](=[O:31])OC(Cl)(Cl)Cl)Cl.[C:33](OCC)(=[O:35])[CH3:34]. No catalyst specified. The product is [Cl:1][C:2]1[C:8]([O:9][CH:10]([CH3:11])[CH3:12])=[CH:7][C:5]([N:6]2[C:33](=[O:35])[CH:34]=[C:19]3[CH2:20][CH2:18][CH2:17][N:16]3[C:25]2=[O:31])=[C:4]([F:13])[CH:3]=1. The yield is 0.600. (4) The reactants are [NH2:1][C@H:2]([CH2:4]O)[CH3:3].C(N(CC)CC)C.[CH3:13][O:14][P:15](Cl)([O:17][CH3:18])=[O:16].C(Cl)Cl.CO.[NH4+].[OH-].C(Cl)(Cl)Cl.CO.[NH4+].[OH-].[O-][Mn](=O)(=O)=O.[K+].CS(Cl)(=O)=O.[OH-].[K+]. The catalyst is ClCCl. The product is [CH3:13][O:14][P:15]([N@:1]1[CH2:4][C@@H:2]1[CH3:3])(=[O:16])[O:17][CH3:18]. The yield is 0.760.